From a dataset of Forward reaction prediction with 1.9M reactions from USPTO patents (1976-2016). Predict the product of the given reaction. (1) Given the reactants C(OC([N:8]1[CH2:12][C@H:11]([CH2:13][NH:14][C:15]2[CH:20]=[CH:19][C:18]([Cl:21])=[CH:17][CH:16]=2)[C@@H:10]([CH2:22][C:23]2[CH:28]=[CH:27][CH:26]=[CH:25][CH:24]=2)[CH2:9]1)=O)(C)(C)C.Br[CH2:30][C:31]1[CH:40]=[C:39]2[C:34]([CH:35]=[CH:36][C:37]([C:41]#[N:42])=[CH:38]2)=[CH:33][CH:32]=1.CC#N.O.CC#N, predict the reaction product. The product is: [CH2:22]([C@H:10]1[CH2:9][NH:8][CH2:12][C@@H:11]1[CH2:13][N:14]([CH2:30][C:31]1[CH:40]=[C:39]2[C:34]([CH:35]=[CH:36][C:37]([C:41]#[N:42])=[CH:38]2)=[CH:33][CH:32]=1)[C:15]1[CH:20]=[CH:19][C:18]([Cl:21])=[CH:17][CH:16]=1)[C:23]1[CH:24]=[CH:25][CH:26]=[CH:27][CH:28]=1. (2) Given the reactants [N+:1]([C:4]1[CH:5]=[C:6]2[C:10]3=[C:11]([CH2:13][CH2:14][N:9]3[C:8]3[CH2:15][CH2:16][CH2:17][CH2:18][CH2:19][CH2:20][C:7]2=3)[CH:12]=1)([O-])=O, predict the reaction product. The product is: [CH:5]1[C:4]([NH2:1])=[CH:12][C:11]2[CH2:13][CH2:14][N:9]3[C:10]=2[C:6]=1[C:7]1[CH2:20][CH2:19][CH2:18][CH2:17][CH2:16][CH2:15][C:8]=13. (3) Given the reactants Br[C:2]1[CH:3]=[C:4]([N:11]2[C:15](=[O:16])[N:14]([CH3:17])[N:13]=[N:12]2)[CH:5]=[C:6]([N+:8]([O-:10])=[O:9])[CH:7]=1.C([O-])([O-])=O.[Na+].[Na+].C[C:25]([N:27](C)C)=O, predict the reaction product. The product is: [CH3:17][N:14]1[C:15](=[O:16])[N:11]([C:4]2[CH:3]=[C:2]([CH:7]=[C:6]([N+:8]([O-:10])=[O:9])[CH:5]=2)[C:25]#[N:27])[N:12]=[N:13]1.